From a dataset of Forward reaction prediction with 1.9M reactions from USPTO patents (1976-2016). Predict the product of the given reaction. (1) Given the reactants [NH2:1][C:2]1[C:7]2[C:8]([C:20]3[CH:21]=[N:22][C:23]4[C:28]([CH:29]=3)=[CH:27][CH:26]=[CH:25][CH:24]=4)=[C:9]3[N:14]([C:6]=2[N:5]=[CH:4][N:3]=1)[CH2:13][CH:12]([NH:15][C:16](=[O:19])[CH:17]=[CH2:18])[CH2:11][CH2:10]3, predict the reaction product. The product is: [NH2:1][C:2]1[C:7]2[C:8]([C:20]3[CH:21]=[N:22][C:23]4[C:28]([CH:29]=3)=[CH:27][CH:26]=[CH:25][CH:24]=4)=[C:9]3[N:14]([C:6]=2[N:5]=[CH:4][N:3]=1)[CH2:13][C@H:12]([NH:15][C:16](=[O:19])[CH:17]=[CH2:18])[CH2:11][CH2:10]3.[NH2:1][C:2]1[C:7]2[C:8]([C:20]3[CH:21]=[N:22][C:23]4[C:28]([CH:29]=3)=[CH:27][CH:26]=[CH:25][CH:24]=4)=[C:9]3[N:14]([C:6]=2[N:5]=[CH:4][N:3]=1)[CH2:13][C@@H:12]([NH:15][C:16](=[O:19])[CH:17]=[CH2:18])[CH2:11][CH2:10]3. (2) Given the reactants [O:1]1[C:5]2[CH:6]=[CH:7][CH:8]=[CH:9][C:4]=2[CH:3]=[C:2]1[C:10]1[N:14]2[N:15]=[C:16]([NH2:19])[CH:17]=[CH:18][C:13]2=[N:12][CH:11]=1.[N:20]1[CH:25]=[CH:24][CH:23]=[C:22]([CH2:26][CH2:27][C:28](O)=[O:29])[CH:21]=1.C(N(C(C)C)C(C)C)C.C(P1(=O)OP(=O)(CCC)OP(=O)(CCC)O1)CC, predict the reaction product. The product is: [O:1]1[C:5]2[CH:6]=[CH:7][CH:8]=[CH:9][C:4]=2[CH:3]=[C:2]1[C:10]1[N:14]2[N:15]=[C:16]([NH:19][C:28](=[O:29])[CH2:27][CH2:26][C:22]3[CH:21]=[N:20][CH:25]=[CH:24][CH:23]=3)[CH:17]=[CH:18][C:13]2=[N:12][CH:11]=1. (3) Given the reactants [Cl:1][C:2]1[CH:7]=[CH:6][C:5]([CH2:8][CH:9]([CH3:15])[C:10](OCC)=[O:11])=[CH:4][CH:3]=1.[H-].[H-].[H-].[H-].[Li+].[Al+3], predict the reaction product. The product is: [Cl:1][C:2]1[CH:3]=[CH:4][C:5]([CH2:8][CH:9]([CH3:15])[CH2:10][OH:11])=[CH:6][CH:7]=1. (4) Given the reactants [Cl:1][C:2]1[N:10]=[C:9]2[C:5]([N:6]=[CH:7][N:8]2[CH:11]2[CH2:15][CH2:14][O:13][CH2:12]2)=[C:4]([NH:16][CH2:17][CH2:18][CH3:19])[N:3]=1.[NH2:20][C@H:21]1[CH2:26][CH2:25][C@H:24]([NH2:27])[CH2:23][CH2:22]1, predict the reaction product. The product is: [ClH:1].[ClH:1].[NH2:20][CH:21]1[CH2:26][CH2:25][CH:24]([NH:27][C:2]2[N:10]=[C:9]3[C:5]([N:6]=[CH:7][N:8]3[CH:11]3[CH2:15][CH2:14][O:13][CH2:12]3)=[C:4]([NH:16][CH2:17][CH2:18][CH3:19])[N:3]=2)[CH2:23][CH2:22]1. (5) Given the reactants [CH2:1]([N:3]([CH2:6][C:7]1[CH:14]=[CH:13][C:10](C#N)=[CH:9][CH:8]=1)[CH2:4][CH3:5])[CH3:2].C[Mg]Br.C([O:20][CH2:21][CH3:22])C, predict the reaction product. The product is: [CH2:1]([N:3]([CH2:6][C:7]1[CH:14]=[CH:13][C:10]([C:21](=[O:20])[CH3:22])=[CH:9][CH:8]=1)[CH2:4][CH3:5])[CH3:2]. (6) Given the reactants OC[CH2:3][CH2:4][CH2:5][C:6]1[S:10][C:9]([C:11]([O:13][CH3:14])=[O:12])=[CH:8][CH:7]=1.[I-:15], predict the reaction product. The product is: [I:15][CH2:3][CH2:4][CH2:5][C:6]1[S:10][C:9]([C:11]([O:13][CH3:14])=[O:12])=[CH:8][CH:7]=1.